This data is from Catalyst prediction with 721,799 reactions and 888 catalyst types from USPTO. The task is: Predict which catalyst facilitates the given reaction. (1) Reactant: [Cl:1][C:2]1[C:3]2[CH:10]=[CH:9][NH:8][C:4]=2[N:5]=[CH:6][N:7]=1.[H-].[Na+].[CH3:13][Si:14]([CH2:17][CH2:18][O:19][CH2:20]Cl)([CH3:16])[CH3:15]. Product: [Cl:1][C:2]1[C:3]2[CH:10]=[CH:9][N:8]([CH2:20][O:19][CH2:18][CH2:17][Si:14]([CH3:16])([CH3:15])[CH3:13])[C:4]=2[N:5]=[CH:6][N:7]=1. The catalyst class is: 7. (2) Reactant: Cl.C([O:5][CH2:6][C:7]([NH:9][C:10]1[CH:11]=[N:12][C:13]2[C:18]([C:19]=1[NH:20][CH2:21][C:22]([OH:25])([CH3:24])[CH3:23])=[CH:17][CH:16]=[C:15]([O:26][CH2:27][C:28]1[CH:33]=[CH:32][CH:31]=[CH:30][CH:29]=1)[CH:14]=2)=O)(=O)C.[OH-].[Na+]. Product: [CH2:27]([O:26][C:15]1[CH:16]=[CH:17][C:18]2[C:19]3[N:20]([CH2:21][C:22]([CH3:24])([OH:25])[CH3:23])[C:7]([CH2:6][OH:5])=[N:9][C:10]=3[CH:11]=[N:12][C:13]=2[CH:14]=1)[C:28]1[CH:33]=[CH:32][CH:31]=[CH:30][CH:29]=1. The catalyst class is: 24. (3) Reactant: C(OC([N:8]1[C@H:12]2[CH2:13][CH2:14][CH2:15][CH2:16][C@H:11]2[N:10]=[C:9]1[NH:17][CH2:18][C:19]1[CH:24]=[CH:23][CH:22]=[CH:21][CH:20]=1)=O)(C)(C)C.[ClH:25]. Product: [ClH:25].[NH:10]1[C@H:11]2[CH2:16][CH2:15][CH2:14][CH2:13][C@H:12]2[N:8]=[C:9]1[NH:17][CH2:18][C:19]1[CH:20]=[CH:21][CH:22]=[CH:23][CH:24]=1. The catalyst class is: 25. (4) Reactant: [F:1][C:2]1[CH:3]=[C:4]([CH:6]=[C:7]([F:9])[CH:8]=1)[NH2:5].[N+:10]([CH2:13][C:14]([O:16][CH2:17][CH3:18])=[O:15])([O-])=O.C([O-])([O-])O[CH2:21][CH3:22].[C:25](O)(=O)C. Product: [F:1][C:2]1[CH:3]=[C:4]([N:5]2[CH:25]=[C:13]([C:14]([O:16][CH2:17][CH3:18])=[O:15])[N:10]=[C:21]2[CH3:22])[CH:6]=[C:7]([F:9])[CH:8]=1. The catalyst class is: 69. (5) Reactant: CS(O[CH:6]1[CH2:11][CH2:10][O:9][CH:8]([C:12]2[CH:17]=[CH:16][C:15]([Br:18])=[CH:14][CH:13]=2)[CH2:7]1)(=O)=O.N#N.C([O-])([O-])=O.[K+].[K+].[F:27][C:28]([F:37])([F:36])[C:29]1[CH:30]=[C:31]([SH:35])[CH:32]=[CH:33][CH:34]=1. Product: [Br:18][C:15]1[CH:14]=[CH:13][C:12]([CH:8]2[CH2:7][CH:6]([S:35][C:31]3[CH:32]=[CH:33][CH:34]=[C:29]([C:28]([F:27])([F:36])[F:37])[CH:30]=3)[CH2:11][CH2:10][O:9]2)=[CH:17][CH:16]=1. The catalyst class is: 210. (6) Reactant: [SH:1][CH2:2][CH2:3][C:4]1[CH:14]=[CH:13][C:7]([C:8]([O:10][CH2:11][CH3:12])=[O:9])=[CH:6][CH:5]=1.[BH4-].I[C:17]1[CH:18]=[C:19]2[C:23](=[CH:24][CH:25]=1)[N:22]([CH3:26])[C:21](=[O:27])[C:20]2([O:30][CH3:31])[O:28][CH3:29]. Product: [CH3:29][O:28][C:20]1([O:30][CH3:31])[C:19]2[C:23](=[CH:24][CH:25]=[C:17]([S:1][CH2:2][CH2:3][C:4]3[CH:14]=[CH:13][C:7]([C:8]([O:10][CH2:11][CH3:12])=[O:9])=[CH:6][CH:5]=3)[CH:18]=2)[N:22]([CH3:26])[C:21]1=[O:27]. The catalyst class is: 214. (7) Reactant: [C:1]([C:3]1[CH:11]=[C:10]2[C:6]([C:7]([CH3:19])=[N:8][N:9]2[C:12]2[CH:17]=[CH:16][N:15]=[C:14]([NH2:18])[N:13]=2)=[CH:5][CH:4]=1)#[CH:2].[Li+].CC([N-]C(C)C)C.[CH3:28][N:29]1[CH:33]=[CH:32][N:31]=[C:30]1[C:34](=[O:36])[CH3:35]. Product: [NH2:18][C:14]1[N:13]=[C:12]([N:9]2[C:10]3[C:6](=[CH:5][CH:4]=[C:3]([C:1]#[C:2][C:34]([C:30]4[N:29]([CH3:28])[CH:33]=[CH:32][N:31]=4)([OH:36])[CH3:35])[CH:11]=3)[C:7]([CH3:19])=[N:8]2)[CH:17]=[CH:16][N:15]=1. The catalyst class is: 1. (8) Reactant: [NH2:1][C:2]1[N:7]=[C:6](S(C)=O)[C:5]([C:11]#[N:12])=[C:4]([N:13]2[CH:17]=[CH:16][CH:15]=[N:14]2)[N:3]=1.[CH3:18][C:19]1[C:20]([CH2:26][OH:27])=[N:21][CH:22]=[C:23]([CH3:25])[CH:24]=1.C1CCN2C(=NCCC2)CC1. Product: [NH2:1][C:2]1[N:7]=[C:6]([O:27][CH2:26][C:20]2[C:19]([CH3:18])=[CH:24][C:23]([CH3:25])=[CH:22][N:21]=2)[C:5]([C:11]#[N:12])=[C:4]([N:13]2[CH:17]=[CH:16][CH:15]=[N:14]2)[N:3]=1. The catalyst class is: 57. (9) Reactant: [F:1][C:2]1[CH:3]=[C:4]2[C:8](=[CH:9][CH:10]=1)[NH:7][C:6](=[O:11])[C:5]2=[CH:12][C:13]1[CH:14]=[C:15]([CH:19]=[CH:20][CH:21]=1)[C:16](O)=[O:17].Cl.C(N=C=NCCCN(C)C)C.OC1C2N=NNC=2C=CC=1.C(N(CC)CC)C.Cl.[CH3:52][O:53][C:54](=[O:63])[CH2:55][CH2:56][CH2:57][CH2:58][CH2:59][CH2:60][CH2:61][NH2:62]. Product: [CH3:52][O:53][C:54](=[O:63])[CH2:55][CH2:56][CH2:57][CH2:58][CH2:59][CH2:60][CH2:61][NH:62][C:16](=[O:17])[C:15]1[CH:19]=[CH:20][CH:21]=[C:13]([CH:12]=[C:5]2[C:4]3[C:8](=[CH:9][CH:10]=[C:2]([F:1])[CH:3]=3)[NH:7][C:6]2=[O:11])[CH:14]=1. The catalyst class is: 650.